Task: Predict the reactants needed to synthesize the given product.. Dataset: Full USPTO retrosynthesis dataset with 1.9M reactions from patents (1976-2016) (1) Given the product [CH3:1][C:2]1([CH3:11])[N:6]2[C:7](=[O:10])[CH:8]([CH3:13])[CH2:9][C@H:5]2[CH2:4][O:3]1, predict the reactants needed to synthesize it. The reactants are: [CH3:1][C:2]1([CH3:11])[N:6]2[C:7](=[O:10])[CH2:8][CH2:9][C@H:5]2[CH2:4][O:3]1.[Li+].[CH3:13]C([N-]C(C)C)C.IC. (2) The reactants are: Cl[C:2]1[C:11]([CH3:12])=[C:10]([Cl:13])[C:9]2[C:4](=[CH:5][C:6]([F:15])=[CH:7][C:8]=2[F:14])[N:3]=1.[NH:16]1[CH2:21][CH2:20][CH2:19][CH2:18][CH2:17]1. Given the product [Cl:13][C:10]1[C:9]2[C:4](=[CH:5][C:6]([F:15])=[CH:7][C:8]=2[F:14])[N:3]=[C:2]([N:16]2[CH2:21][CH2:20][CH2:19][CH2:18][CH2:17]2)[C:11]=1[CH3:12], predict the reactants needed to synthesize it. (3) Given the product [CH2:27]([S:24]([C:20]1[CH:19]=[C:18]([C:17]#[C:16][C:10]2[CH:11]=[C:12]([C:33]3[CH:34]=[CH:35][S:31][CH:32]=3)[CH:13]=[CH:14][C:9]=2[O:8][CH2:7][C:6]([OH:5])=[O:30])[CH:23]=[CH:22][CH:21]=1)(=[O:25])=[O:26])[CH2:28][CH3:29], predict the reactants needed to synthesize it. The reactants are: C([O:5][C:6](=[O:30])[CH2:7][O:8][C:9]1[CH:14]=[CH:13][C:12](Br)=[CH:11][C:10]=1[C:16]#[C:17][C:18]1[CH:23]=[CH:22][CH:21]=[C:20]([S:24]([CH2:27][CH2:28][CH3:29])(=[O:26])=[O:25])[CH:19]=1)(C)(C)C.[S:31]1[CH:35]=[CH:34][C:33](B(O)O)=[CH:32]1.[F-].[Cs+]. (4) Given the product [CH3:20][N:21]([CH3:22])[C:17]([CH:14]1[CH2:15][CH2:16][N:11]([C:9]([O:8][CH2:1][C:2]2[CH:7]=[CH:6][CH:5]=[CH:4][CH:3]=2)=[O:10])[CH2:12][CH2:13]1)=[O:19], predict the reactants needed to synthesize it. The reactants are: [CH2:1]([O:8][C:9]([N:11]1[CH2:16][CH2:15][CH:14]([C:17]([OH:19])=O)[CH2:13][CH2:12]1)=[O:10])[C:2]1[CH:7]=[CH:6][CH:5]=[CH:4][CH:3]=1.[CH3:20][N:21](C(ON1N=NC2C=CC=NC1=2)=[N+](C)C)[CH3:22].F[P-](F)(F)(F)(F)F.CNC.C1COCC1.[Cl-].[NH4+]. (5) Given the product [C:21]([NH:20][C:15]1[CH:16]=[CH:17][CH:18]=[CH:19][C:14]=1[C:12]1[O:11][N:10]=[C:9]([CH2:8][CH2:7][CH2:6][CH2:5][C:4]([OH:24])=[O:3])[CH:13]=1)(=[O:23])[CH3:22], predict the reactants needed to synthesize it. The reactants are: C([O:3][C:4](=[O:24])[CH2:5][CH2:6][CH2:7][CH2:8][C:9]1[CH:13]=[C:12]([C:14]2[CH:19]=[CH:18][CH:17]=[CH:16][C:15]=2[NH:20][C:21](=[O:23])[CH3:22])[O:11][N:10]=1)C. (6) The reactants are: [CH3:1][O:2][C:3](=[O:15])[CH2:4][C:5]1[CH:10]=[CH:9][C:8]([S:11]([Cl:14])(=[O:13])=[O:12])=[CH:7][CH:6]=1.[Br:16]N1C(=O)CCC1=O.C(OOC(=O)C1C=CC=CC=1)(=O)C1C=CC=CC=1. Given the product [CH3:1][O:2][C:3](=[O:15])[CH:4]([Br:16])[C:5]1[CH:6]=[CH:7][C:8]([S:11]([Cl:14])(=[O:13])=[O:12])=[CH:9][CH:10]=1, predict the reactants needed to synthesize it. (7) Given the product [CH2:21]([O:28][C:29]1[CH:34]=[CH:33][C:32]([C:2]2[CH:3]=[C:4]3[C:8](=[CH:9][CH:10]=2)[C:7](=[O:11])[CH2:6][CH2:5]3)=[CH:31][CH:30]=1)[C:22]1[CH:27]=[CH:26][CH:25]=[CH:24][CH:23]=1, predict the reactants needed to synthesize it. The reactants are: Br[C:2]1[CH:3]=[C:4]2[C:8](=[CH:9][CH:10]=1)[C:7](=[O:11])[CH2:6][CH2:5]2.C([O-])([O-])=O.[Na+].[Na+].CCO.[CH2:21]([O:28][C:29]1[CH:34]=[CH:33][C:32](B(O)O)=[CH:31][CH:30]=1)[C:22]1[CH:27]=[CH:26][CH:25]=[CH:24][CH:23]=1.